Dataset: Catalyst prediction with 721,799 reactions and 888 catalyst types from USPTO. Task: Predict which catalyst facilitates the given reaction. (1) Reactant: [CH3:1][N:2]1[CH2:7][CH2:6][C:5](=[O:8])[CH2:4][CH2:3]1.[CH:9]([Mg]Br)=[CH2:10]. Product: [CH3:1][N:2]1[CH2:7][CH2:6][C:5]([CH:9]=[CH2:10])([OH:8])[CH2:4][CH2:3]1. The catalyst class is: 56. (2) Reactant: [CH3:1][Mg+].[Br-].[C:4]([C:6]1[CH:11]=[CH:10][C:9]([CH:12]2[CH2:17][C:16](=[O:18])[CH2:15][CH2:14][N:13]2[C:19]([O:21][CH2:22][C:23]2[CH:28]=[CH:27][CH:26]=[CH:25][CH:24]=2)=[O:20])=[CH:8][CH:7]=1)#[N:5]. Product: [C:4]([C:6]1[CH:7]=[CH:8][C:9]([CH:12]2[CH2:17][C:16]([OH:18])([CH3:1])[CH2:15][CH2:14][N:13]2[C:19]([O:21][CH2:22][C:23]2[CH:28]=[CH:27][CH:26]=[CH:25][CH:24]=2)=[O:20])=[CH:10][CH:11]=1)#[N:5]. The catalyst class is: 1. (3) Reactant: [NH2:1][CH2:2][CH2:3][C:4]1[CH:5]=[N:6][CH:7]=[CH:8][CH:9]=1.I[C:11]1[CH:12]=[C:13]([CH:21]=[CH:22][CH:23]=1)[C:14]([O:16][C:17]([CH3:20])([CH3:19])[CH3:18])=[O:15].CC(C)([O-])C.[Na+].F[B-](F)(F)F.C([PH+](C(C)(C)C)C(C)(C)C)(C)(C)C. Product: [N:6]1[CH:7]=[CH:8][CH:9]=[C:4]([CH2:3][CH2:2][NH:1][C:11]2[CH:12]=[C:13]([CH:21]=[CH:22][CH:23]=2)[C:14]([O:16][C:17]([CH3:19])([CH3:20])[CH3:18])=[O:15])[CH:5]=1. The catalyst class is: 11. (4) Reactant: [C:1]([O:5][C:6]([NH:8][CH2:9][CH2:10][C:11](O)=O)=[O:7])([CH3:4])([CH3:3])[CH3:2].CN(C(ON1N=NC2C=CC=NC1=2)=[N+](C)C)C.F[P-](F)(F)(F)(F)F.CCN(C(C)C)C(C)C.[F:47][C:48]1[CH:56]=[C:55]2[C:51]([C:52]([C:66]3[CH:67]=[C:68]([NH2:73])[C:69]([NH2:72])=[CH:70][CH:71]=3)=[CH:53][N:54]2[S:57]([C:60]2[CH:65]=[CH:64][CH:63]=[CH:62][CH:61]=2)(=[O:59])=[O:58])=[CH:50][CH:49]=1. Product: [C:1]([O:5][C:6](=[O:7])[NH:8][CH2:9][CH2:10][C:11]1[NH:73][C:68]2[CH:67]=[C:66]([C:52]3[C:51]4[C:55](=[CH:56][C:48]([F:47])=[CH:49][CH:50]=4)[N:54]([S:57]([C:60]4[CH:65]=[CH:64][CH:63]=[CH:62][CH:61]=4)(=[O:59])=[O:58])[CH:53]=3)[CH:71]=[CH:70][C:69]=2[N:72]=1)([CH3:4])([CH3:3])[CH3:2]. The catalyst class is: 49. (5) Reactant: [C:1]([O:4][C@H:5]1[CH2:9][C@H:8]([N:10]2[C:14]3[N:15]=[CH:16][N:17]=[C:18]([NH:19][C@@H:20]4[C:28]5[C:23](=[CH:24][CH:25]=[CH:26][CH:27]=5)[CH2:22][CH2:21]4)[C:13]=3[CH:12]=[CH:11]2)[CH2:7][C@H:6]1[CH2:29][O:30][Si](C(C)(C)C)(C)C)(=[O:3])[CH3:2].N1C=CC=CC=1.F.N1C=CC=CC=1.C(=O)(O)[O-].[Na+]. Product: [C:1]([O:4][C@H:5]1[CH2:9][C@H:8]([N:10]2[C:14]3[N:15]=[CH:16][N:17]=[C:18]([NH:19][C@@H:20]4[C:28]5[C:23](=[CH:24][CH:25]=[CH:26][CH:27]=5)[CH2:22][CH2:21]4)[C:13]=3[CH:12]=[CH:11]2)[CH2:7][C@H:6]1[CH2:29][OH:30])(=[O:3])[CH3:2]. The catalyst class is: 1. (6) Product: [Cl:1][C:2]1[CH:7]=[CH:6][CH:5]=[CH:4][C:3]=1[C@H:8]1[C@H:13]([NH2:14])[CH2:12][CH:11]=[CH:10][CH2:9]1. The catalyst class is: 284. Reactant: [Cl:1][C:2]1[CH:7]=[CH:6][CH:5]=[CH:4][C:3]=1[C@H:8]1[C@H:13]([N+:14]([O-])=O)[CH2:12][CH:11]=[CH:10][CH2:9]1.Cl.C([O-])(O)=O.[Na+]. (7) Reactant: [CH2:1]([OH:11])[CH2:2][CH2:3][CH2:4][CH2:5][CH2:6][CH2:7][CH2:8][CH:9]=[CH2:10].C([O-])([O-])=O.[K+].[K+].[F:18][C:19]([P:25](Cl)[C:26]([F:32])([F:31])[C:27]([F:30])([F:29])[F:28])([F:24])[C:20]([F:23])([F:22])[F:21]. Product: [F:24][C:19]([P:25]([C:26]([F:31])([F:32])[C:27]([F:28])([F:29])[F:30])[O:11][CH2:1][CH2:2][CH2:3][CH2:4][CH2:5][CH2:6][CH2:7][CH2:8][CH:9]=[CH2:10])([F:18])[C:20]([F:23])([F:22])[F:21]. The catalyst class is: 2. (8) The catalyst class is: 133. Product: [Br:19][C:20]1[CH:21]=[C:22]([CH:25]=[C:26]([O:28][C:29]([F:30])([F:31])[F:32])[CH:27]=1)/[CH:23]=[C:8]1/[C:9](=[O:12])[C:10]2[C:6]([CH2:7]/1)=[CH:5][C:4]([N:13]1[CH2:14][CH2:15][O:16][CH2:17][CH2:18]1)=[C:3]([O:2][CH3:1])[CH:11]=2. Reactant: [CH3:1][O:2][C:3]1[CH:11]=[C:10]2[C:6]([CH2:7][CH2:8][C:9]2=[O:12])=[CH:5][C:4]=1[N:13]1[CH2:18][CH2:17][O:16][CH2:15][CH2:14]1.[Br:19][C:20]1[CH:21]=[C:22]([CH:25]=[C:26]([O:28][C:29]([F:32])([F:31])[F:30])[CH:27]=1)[CH:23]=O.CC1C=CC(S(O)(=O)=O)=CC=1.